Dataset: Forward reaction prediction with 1.9M reactions from USPTO patents (1976-2016). Task: Predict the product of the given reaction. (1) Given the reactants [C:1]1([C:7]2[CH:15]=[CH:14][C:10]([C:11]([OH:13])=O)=[CH:9][C:8]=2[CH3:16])[CH2:6][CH2:5][CH2:4][CH2:3][CH:2]=1.[CH:17]1[CH:18]=[CH:19][N:20]2[CH2:26][C:25]3[CH:27]=[CH:28][CH:29]=[CH:30][C:24]=3[NH:23][CH2:22][C:21]=12, predict the reaction product. The product is: [CH:17]1[CH:18]=[CH:19][N:20]2[CH2:26][C:25]3[CH:27]=[CH:28][CH:29]=[CH:30][C:24]=3[N:23]([C:11]([C:10]3[CH:14]=[CH:15][C:7]([C:1]4[CH2:6][CH2:5][CH2:4][CH2:3][CH:2]=4)=[C:8]([CH3:16])[CH:9]=3)=[O:13])[CH2:22][C:21]=12. (2) Given the reactants [C:1](Cl)(=[O:8])[C:2]1[CH:7]=[CH:6][CH:5]=[CH:4][CH:3]=1.[CH2:10]1[O:12][CH:11]1[CH2:13][OH:14].N1C=CC=CC=1, predict the reaction product. The product is: [C:1]([O:14][CH2:13][CH:11]1[CH2:10][O:12]1)(=[O:8])[C:2]1[CH:7]=[CH:6][CH:5]=[CH:4][CH:3]=1. (3) Given the reactants Br[CH:2]([C:19]1[CH:24]=[CH:23][CH:22]=[CH:21][C:20]=1[Cl:25])[C:3]([C:5]1[S:18][C:8]2[C:9]3[CH:17]=[CH:16][CH:15]=[CH:14][C:10]=3[O:11][CH2:12][CH2:13][C:7]=2[CH:6]=1)=O.[NH2:26][C:27]([NH2:29])=[S:28], predict the reaction product. The product is: [Cl:25][C:20]1[CH:21]=[CH:22][CH:23]=[CH:24][C:19]=1[C:2]1[S:28][C:27]([NH2:29])=[N:26][C:3]=1[C:5]1[S:18][C:8]2[C:9]3[CH:17]=[CH:16][CH:15]=[CH:14][C:10]=3[O:11][CH2:12][CH2:13][C:7]=2[CH:6]=1. (4) Given the reactants O[CH2:2][C:3]1[C:8](=[O:9])[CH:7]=[CH:6][N:5]([C:10]2[CH:11]=[N:12][N:13]([CH3:15])[CH:14]=2)[N:4]=1.S(Cl)([Cl:18])=O, predict the reaction product. The product is: [Cl:18][CH2:2][C:3]1[C:8](=[O:9])[CH:7]=[CH:6][N:5]([C:10]2[CH:11]=[N:12][N:13]([CH3:15])[CH:14]=2)[N:4]=1.